Dataset: NCI-60 drug combinations with 297,098 pairs across 59 cell lines. Task: Regression. Given two drug SMILES strings and cell line genomic features, predict the synergy score measuring deviation from expected non-interaction effect. (1) Drug 1: CCC1=CC2CC(C3=C(CN(C2)C1)C4=CC=CC=C4N3)(C5=C(C=C6C(=C5)C78CCN9C7C(C=CC9)(C(C(C8N6C)(C(=O)OC)O)OC(=O)C)CC)OC)C(=O)OC.C(C(C(=O)O)O)(C(=O)O)O. Drug 2: CCC1(CC2CC(C3=C(CCN(C2)C1)C4=CC=CC=C4N3)(C5=C(C=C6C(=C5)C78CCN9C7C(C=CC9)(C(C(C8N6C=O)(C(=O)OC)O)OC(=O)C)CC)OC)C(=O)OC)O.OS(=O)(=O)O. Cell line: NCIH23. Synergy scores: CSS=46.9, Synergy_ZIP=4.25, Synergy_Bliss=5.23, Synergy_Loewe=6.12, Synergy_HSA=6.36. (2) Drug 1: COC1=C(C=C2C(=C1)N=CN=C2NC3=CC(=C(C=C3)F)Cl)OCCCN4CCOCC4. Drug 2: CC1OCC2C(O1)C(C(C(O2)OC3C4COC(=O)C4C(C5=CC6=C(C=C35)OCO6)C7=CC(=C(C(=C7)OC)O)OC)O)O. Cell line: PC-3. Synergy scores: CSS=44.5, Synergy_ZIP=1.67, Synergy_Bliss=7.67, Synergy_Loewe=10.3, Synergy_HSA=12.2. (3) Drug 1: C1=NC(=NC(=O)N1C2C(C(C(O2)CO)O)O)N. Drug 2: C1CNP(=O)(OC1)N(CCCl)CCCl. Cell line: MDA-MB-435. Synergy scores: CSS=37.0, Synergy_ZIP=-1.20, Synergy_Bliss=-1.56, Synergy_Loewe=-29.6, Synergy_HSA=-0.496. (4) Drug 1: CC1=C2C(C(=O)C3(C(CC4C(C3C(C(C2(C)C)(CC1OC(=O)C(C(C5=CC=CC=C5)NC(=O)OC(C)(C)C)O)O)OC(=O)C6=CC=CC=C6)(CO4)OC(=O)C)OC)C)OC. Drug 2: CC1=C(C(=O)C2=C(C1=O)N3CC4C(C3(C2COC(=O)N)OC)N4)N. Cell line: HOP-62. Synergy scores: CSS=55.1, Synergy_ZIP=-3.65, Synergy_Bliss=-5.37, Synergy_Loewe=-0.695, Synergy_HSA=2.07.